From a dataset of Forward reaction prediction with 1.9M reactions from USPTO patents (1976-2016). Predict the product of the given reaction. (1) Given the reactants [F:1][C:2]([F:23])([F:22])[C:3]1[CH:4]=[C:5]([NH:9][C:10]2[O:14][C:13]([C:15]3[CH:20]=[CH:19][C:18]([OH:21])=[CH:17][CH:16]=3)=[N:12][N:11]=2)[CH:6]=[CH:7][CH:8]=1.Br[C:25]1[CH:26]=[N:27][CH:28]=[N:29][CH:30]=1.C([O-])([O-])=O.[K+].[K+], predict the reaction product. The product is: [N:27]1[CH:26]=[C:25]([O:21][C:18]2[CH:19]=[CH:20][C:15]([C:13]3[O:14][C:10]([NH:9][C:5]4[CH:6]=[CH:7][CH:8]=[C:3]([C:2]([F:22])([F:1])[F:23])[CH:4]=4)=[N:11][N:12]=3)=[CH:16][CH:17]=2)[CH:30]=[N:29][CH:28]=1. (2) Given the reactants [C:1]12([N:11]=[C:12]=[O:13])[CH2:10][CH:5]3[CH2:6][CH:7]([CH2:9][CH:3]([CH2:4]3)[CH2:2]1)[CH2:8]2.[S:14]1[CH:18]=[CH:17][CH:16]=[C:15]1[CH2:19][CH2:20][OH:21], predict the reaction product. The product is: [S:14]1[CH:18]=[CH:17][CH:16]=[C:15]1[CH2:19][CH2:20][O:21][C:12](=[O:13])[NH:11][C:1]12[CH2:2][CH:3]3[CH2:9][CH:7]([CH2:6][CH:5]([CH2:4]3)[CH2:10]1)[CH2:8]2. (3) Given the reactants [CH3:1][O:2][C:3]1[CH:4]=[C:5]2[C:9](=[CH:10][CH:11]=1)[C:8](=[O:12])[CH2:7][CH2:6]2.C(=O)([O-])[OH:14].[Na+].ClC1C=CC=C(C(OO)=O)C=1, predict the reaction product. The product is: [CH3:1][O:2][C:3]1[CH:4]=[C:5]2[C:9](=[CH:10][CH:11]=1)[O:14][C:8](=[O:12])[CH2:7][CH2:6]2. (4) Given the reactants [NH:1]1[C:5]2=[N:6][C:7]([C:10]([O:12][CH2:13][CH3:14])=[O:11])=[CH:8][CH:9]=[C:4]2[CH:3]=[C:2]1[C:15]([O:17]CC)=O.C(=O)([O-])[O-].[K+].[K+].Br[CH2:27][CH2:28][CH2:29][N:30]1[Si](C)(C)CC[Si]1(C)C.CCCC[N+](CCCC)(CCCC)CCCC.[F-].C1COCC1, predict the reaction product. The product is: [O:17]=[C:15]1[NH:30][CH2:29][CH2:28][CH2:27][N:1]2[C:5]3[N:6]=[C:7]([C:10]([O:12][CH2:13][CH3:14])=[O:11])[CH:8]=[CH:9][C:4]=3[CH:3]=[C:2]12.